From a dataset of Experimentally validated miRNA-target interactions with 360,000+ pairs, plus equal number of negative samples. Binary Classification. Given a miRNA mature sequence and a target amino acid sequence, predict their likelihood of interaction. The miRNA is cfa-miR-208b with sequence AUAAGACGAACAAAAGGUUUGU. The protein sequence of the target gene is MAGSVGLALCGQTLVVRGGSRFLATSIASSDDDSLFIYDCSAAEKKSQENKGEDAPLDQGSGAILASTFSKSGSYFALTDDSKRLILFRTKPWQCLSVRTVARRCTALTFIASEEKVLVADKSGDVYSFSVLEPHGCGRLELGHLSMLLDVAVSPDDRFILTADRDEKIRVSWAAAPHSIESFCLGHTEFVSRISVVPTQPGLLLSSSGDGTLRLWEYRSGRQLHCCHLASLQELVDPQAPQKFAASRIAFWCQENCVALLCDGTPVVYIFQLDARRQQLVYRQQLAFQHQVWDVAFEET.... Result: 0 (no interaction).